Dataset: Full USPTO retrosynthesis dataset with 1.9M reactions from patents (1976-2016). Task: Predict the reactants needed to synthesize the given product. (1) Given the product [F:38][C:39]1[CH:40]=[C:41]([CH2:46][C:47]([NH:49][C@@H:50]([CH2:74][OH:75])[C:51]([NH:53][C@@H:54]2[C:60](=[O:61])[NH:59][C:58]3[CH:62]=[CH:63][CH:64]=[CH:65][C:57]=3[S:56][C@@H:55]2[C:66]2[CH:71]=[C:70]([F:72])[CH:69]=[CH:68][C:67]=2[F:73])=[O:52])=[O:48])[CH:42]=[C:43]([F:45])[CH:44]=1, predict the reactants needed to synthesize it. The reactants are: FC1C=C(CC(N[C@H](C(O)=O)CO)=O)C=C(F)C=1.CN1CCOCC1.CCN=C=NCCCN(C)C.Cl.[F:38][C:39]1[CH:40]=[C:41]([CH2:46][C:47]([NH:49][C@@H:50]([CH2:74][OH:75])[C:51]([NH:53][C@H:54]2[C:60](=[O:61])[NH:59][C:58]3[CH:62]=[CH:63][CH:64]=[CH:65][C:57]=3[S:56][C@H:55]2[C:66]2[CH:71]=[C:70]([F:72])[CH:69]=[CH:68][C:67]=2[F:73])=[O:52])=[O:48])[CH:42]=[C:43]([F:45])[CH:44]=1. (2) Given the product [C:1]([N:4]1[C:13]2[C:8](=[CH:9][C:10]([C:14]([NH2:15])=[O:30])=[CH:11][CH:12]=2)[C@H:7]([NH:16][C:17]2[CH:22]=[CH:21][CH:20]=[C:19]([CH2:23][OH:24])[CH:18]=2)[C@@H:6]([CH3:25])[C@@H:5]1[CH:26]1[CH2:28][CH2:27]1)(=[O:3])[CH3:2], predict the reactants needed to synthesize it. The reactants are: [C:1]([N:4]1[C:13]2[C:8](=[CH:9][C:10]([C:14]#[N:15])=[CH:11][CH:12]=2)[C@H:7]([NH:16][C:17]2[CH:22]=[CH:21][CH:20]=[C:19]([CH2:23][OH:24])[CH:18]=2)[C@@H:6]([CH3:25])[C@@H:5]1[CH:26]1[CH2:28][CH2:27]1)(=[O:3])[CH3:2].C(=O)([O-])[O-:30].[K+].[K+].OO. (3) Given the product [Cl:32][C:33]1[CH:38]=[C:37]([C:2]2[CH:3]=[C:4]3[C:9](=[CH:10][CH:11]=2)[N:8]=[CH:7][C:6]([C:12]([CH:14]2[CH2:15][CH2:16]2)=[O:13])=[C:5]3[NH:17][C@H:18]2[CH2:23][CH2:22][C@H:21]([NH:24][C:25](=[O:31])[O:26][C:27]([CH3:29])([CH3:30])[CH3:28])[CH2:20][CH2:19]2)[CH:36]=[C:35]([F:48])[C:34]=1[OH:49], predict the reactants needed to synthesize it. The reactants are: Br[C:2]1[CH:3]=[C:4]2[C:9](=[CH:10][CH:11]=1)[N:8]=[CH:7][C:6]([C:12]([CH:14]1[CH2:16][CH2:15]1)=[O:13])=[C:5]2[NH:17][C@H:18]1[CH2:23][CH2:22][C@H:21]([NH:24][C:25](=[O:31])[O:26][C:27]([CH3:30])([CH3:29])[CH3:28])[CH2:20][CH2:19]1.[Cl:32][C:33]1[CH:38]=[C:37](B2OC(C)(C)C(C)(C)O2)[CH:36]=[C:35]([F:48])[C:34]=1[OH:49]. (4) Given the product [OH:4][CH2:3][C:2]([C:6]1[CH:44]=[CH:43][C:9]2[C:10](=[O:42])[N:11]([C:15]3[CH:22]=[CH:21][CH:20]=[C:19]([C:23]4[CH:28]=[C:27]([NH:29][C:30]5[CH:35]=[CH:34][C:33]([S:36]([CH3:39])(=[O:38])=[O:37])=[CH:32][N:31]=5)[C:26](=[O:40])[N:25]([CH3:41])[N:24]=4)[C:16]=3[CH2:17][OH:18])[CH2:12][CH2:13][O:14][C:8]=2[CH:7]=1)([CH3:1])[CH3:5], predict the reactants needed to synthesize it. The reactants are: [CH3:1][C:2]([C:6]1[CH:44]=[CH:43][C:9]2[C:10](=[O:42])[N:11]([C:15]3[CH:22]=[CH:21][CH:20]=[C:19]([C:23]4[CH:28]=[C:27]([NH:29][C:30]5[CH:35]=[CH:34][C:33]([S:36]([CH3:39])(=[O:38])=[O:37])=[CH:32][N:31]=5)[C:26](=[O:40])[N:25]([CH3:41])[N:24]=4)[C:16]=3[CH:17]=[O:18])[CH2:12][CH2:13][O:14][C:8]=2[CH:7]=1)([CH3:5])[CH:3]=[O:4].[BH4-].[Na+]. (5) Given the product [CH2:1]([O:8][C:9]1[CH:16]=[CH:15][C:12]([CH:13]=[N+:25]([CH:17]2[CH2:24][CH2:23][CH2:22][CH2:21][CH2:20][CH2:19][CH2:18]2)[O-:26])=[CH:11][CH:10]=1)[C:2]1[CH:7]=[CH:6][CH:5]=[CH:4][CH:3]=1, predict the reactants needed to synthesize it. The reactants are: [CH2:1]([O:8][C:9]1[CH:16]=[CH:15][C:12]([CH:13]=O)=[CH:11][CH:10]=1)[C:2]1[CH:7]=[CH:6][CH:5]=[CH:4][CH:3]=1.[CH:17]1([NH:25][OH:26])[CH2:24][CH2:23][CH2:22][CH2:21][CH2:20][CH2:19][CH2:18]1.Cl.O. (6) Given the product [NH2:22][C:14]1[CH:13]=[C:12]([F:25])[C:11]([O:10][CH2:3][C:4]2[CH:9]=[CH:8][CH:7]=[CH:6][CH:5]=2)=[CH:21][C:15]=1[C:16]([O:18][CH2:19][CH3:20])=[O:17], predict the reactants needed to synthesize it. The reactants are: [NH4+].[Cl-].[CH2:3]([O:10][C:11]1[C:12]([F:25])=[CH:13][C:14]([N+:22]([O-])=O)=[C:15]([CH:21]=1)[C:16]([O:18][CH2:19][CH3:20])=[O:17])[C:4]1[CH:9]=[CH:8][CH:7]=[CH:6][CH:5]=1. (7) Given the product [O:1]1[CH2:5][CH2:4][CH2:3][CH:2]1[CH2:6][CH2:7][C:8]1[CH:9]=[CH:10][C:11]([CH:14]=[O:15])=[CH:12][CH:13]=1, predict the reactants needed to synthesize it. The reactants are: [O:1]1[CH2:5][CH2:4][CH2:3][CH:2]1[CH2:6][CH2:7][C:8]1[CH:13]=[CH:12][C:11]([CH2:14][OH:15])=[CH:10][CH:9]=1.